From a dataset of Forward reaction prediction with 1.9M reactions from USPTO patents (1976-2016). Predict the product of the given reaction. (1) Given the reactants [Br:1][C:2]1[CH:7]=[CH:6][N:5]=[C:4](F)[CH:3]=1.[CH3:9][N:10]([CH3:17])[CH:11]1[CH2:16][CH2:15][NH:14][CH2:13][CH2:12]1.C(=O)([O-])[O-].[K+].[K+].O, predict the reaction product. The product is: [Br:1][C:2]1[CH:7]=[CH:6][N:5]=[C:4]([N:14]2[CH2:15][CH2:16][CH:11]([N:10]([CH3:17])[CH3:9])[CH2:12][CH2:13]2)[CH:3]=1. (2) Given the reactants [CH3:1][N:2]([CH2:21][CH2:22][N:23]([CH3:31])[C:24](=[O:30])[O:25][C:26]([CH3:29])([CH3:28])[CH3:27])[C:3](=[O:20])[O:4][CH2:5][C:6]1[CH:11]=[CH:10][C:9]([S:12][S:13][CH2:14][C@@H:15]([C:17]([OH:19])=[O:18])[NH2:16])=[CH:8][CH:7]=1.[O:32]=[C:33]1[CH:37]=[CH:36][C:35](=[O:38])[N:34]1[CH2:39][CH2:40][CH2:41][CH2:42][CH2:43][C:44](OC1C(F)=C(F)C(F)=C(F)C=1F)=[O:45].CCN(C(C)C)C(C)C.C(O)(C(F)(F)F)=O, predict the reaction product. The product is: [O:32]=[C:33]1[CH:37]=[CH:36][C:35](=[O:38])[N:34]1[CH2:39][CH2:40][CH2:41][CH2:42][CH2:43][C:44]([NH:16][C@H:15]([C:17]([OH:19])=[O:18])[CH2:14][S:13][S:12][C:9]1[CH:10]=[CH:11][C:6]([CH2:5][O:4][C:3](=[O:20])[N:2]([CH3:1])[CH2:21][CH2:22][N:23]([CH3:31])[C:24](=[O:30])[O:25][C:26]([CH3:27])([CH3:28])[CH3:29])=[CH:7][CH:8]=1)=[O:45]. (3) Given the reactants [NH2:1][C:2]1[C:9]([F:10])=[CH:8][CH:7]=[C:6]([F:11])[C:3]=1[C:4]#[N:5].CO[CH:14](OC)[N:15]([CH3:17])[CH3:16], predict the reaction product. The product is: [C:4]([C:3]1[C:6]([F:11])=[CH:7][CH:8]=[C:9]([F:10])[C:2]=1[N:1]=[CH:14][N:15]([CH3:17])[CH3:16])#[N:5]. (4) Given the reactants S(Cl)(Cl)=O.[Br:5][C:6]1[CH:7]=[CH:8][C:9]([CH2:12]O)=[N:10][CH:11]=1.C(N(CC)C(C)C)(C)C.[NH2:23][CH:24]1[CH2:29][CH2:28][N:27]([C:30]([O:32][C:33]([CH3:36])([CH3:35])[CH3:34])=[O:31])[CH2:26][CH2:25]1, predict the reaction product. The product is: [Br:5][C:6]1[CH:7]=[CH:8][C:9]([CH2:12][NH:23][CH:24]2[CH2:25][CH2:26][N:27]([C:30]([O:32][C:33]([CH3:36])([CH3:35])[CH3:34])=[O:31])[CH2:28][CH2:29]2)=[N:10][CH:11]=1.